This data is from Full USPTO retrosynthesis dataset with 1.9M reactions from patents (1976-2016). The task is: Predict the reactants needed to synthesize the given product. (1) Given the product [CH2:13]([C@H:20]1[CH2:21][N:22]([C:26]2[CH:31]=[CH:30][C:29]([O:32][CH3:33])=[C:28]([O:34][CH:35]([CH3:37])[CH3:36])[CH:27]=2)[CH2:23][CH2:24][N:25]1[C:10](=[O:12])[CH2:9][C:6]1[N:5]=[C:4]([N+:1]([O-:3])=[O:2])[NH:8][N:7]=1)[C:14]1[CH:15]=[CH:16][CH:17]=[CH:18][CH:19]=1, predict the reactants needed to synthesize it. The reactants are: [N+:1]([C:4]1[NH:8][N:7]=[C:6]([CH2:9][C:10]([OH:12])=O)[N:5]=1)([O-:3])=[O:2].[CH2:13]([C@@H:20]1[NH:25][CH2:24][CH2:23][N:22]([C:26]2[CH:31]=[CH:30][C:29]([O:32][CH3:33])=[C:28]([O:34][CH:35]([CH3:37])[CH3:36])[CH:27]=2)[CH2:21]1)[C:14]1[CH:19]=[CH:18][CH:17]=[CH:16][CH:15]=1. (2) The reactants are: [CH3:1][N:2]1[CH:6]=[C:5]([C:7]([OH:9])=O)[N:4]=[CH:3]1.C[NH3+].F[P-](F)(F)(F)(F)F.N1(OC(N(C)C)=[N+](C)C)C2N=CC=CC=2N=N1.F[P-](F)(F)(F)(F)F.C(N(C(C)C)CC)(C)C.[Br:52][C:53]1[CH:58]=[C:57]([CH2:59][NH:60][CH:61]2[CH2:64][CH2:63][CH2:62]2)[CH:56]=[CH:55][N:54]=1. Given the product [Br:52][C:53]1[CH:58]=[C:57]([CH2:59][N:60]([CH:61]2[CH2:62][CH2:63][CH2:64]2)[C:7]([C:5]2[N:4]=[CH:3][N:2]([CH3:1])[CH:6]=2)=[O:9])[CH:56]=[CH:55][N:54]=1, predict the reactants needed to synthesize it. (3) Given the product [CH:1]1([N:4]([CH3:5])[CH2:6][C:7]2[CH:12]=[CH:11][CH:10]=[C:9]([C:26]#[C:25][Si:22]([CH3:24])([CH3:23])[CH3:21])[CH:8]=2)[CH2:3][CH2:2]1, predict the reactants needed to synthesize it. The reactants are: [CH:1]1([N:4]([CH2:6][C:7]2[CH:12]=[CH:11][CH:10]=[C:9](I)[CH:8]=2)[CH3:5])[CH2:3][CH2:2]1.C(N(CC)CC)C.[CH3:21][Si:22]([C:25]#[CH:26])([CH3:24])[CH3:23]. (4) Given the product [ClH:34].[CH2:1]([N:3]([CH:28]1[CH2:33][CH2:32][O:31][CH2:30][CH2:29]1)[C:4]1[C:19]2[CH2:18][CH:17]=[CH:16][CH2:15][CH2:14][C:13]3[CH:20]=[C:21]([CH3:26])[NH:22][C:23](=[O:24])[C:12]=3[CH2:11][NH:10][C:9](=[O:27])[C:8]=2[CH:7]=[CH:6][CH:5]=1)[CH3:2], predict the reactants needed to synthesize it. The reactants are: [CH2:1]([N:3]([CH:28]1[CH2:33][CH2:32][O:31][CH2:30][CH2:29]1)[C:4]1[C:19]2[CH2:18][CH:17]=[CH:16][CH2:15][CH2:14][C:13]3[CH:20]=[C:21]([CH3:26])[N:22]=[C:23]([O:24]C)[C:12]=3[CH2:11][NH:10][C:9](=[O:27])[C:8]=2[CH:7]=[CH:6][CH:5]=1)[CH3:2].[ClH:34].CO. (5) Given the product [CH2:35]([O:37][C:38](=[O:47])[CH2:39][C:40]1[CH:41]=[C:42]([C:20]2[CH:21]=[CH:22][CH:23]=[C:18]([C:17]3[O:16][N:15]=[C:14]([CH3:33])[C:13]=3[NH:12][C:11]([O:10][CH:8]([C:3]3[CH:4]=[CH:5][CH:6]=[CH:7][C:2]=3[Cl:1])[CH3:9])=[O:34])[CH:19]=2)[CH:43]=[CH:44][CH:45]=1)[CH3:36], predict the reactants needed to synthesize it. The reactants are: [Cl:1][C:2]1[CH:7]=[CH:6][CH:5]=[CH:4][C:3]=1[CH:8]([O:10][C:11](=[O:34])[NH:12][C:13]1[C:14]([CH3:33])=[N:15][O:16][C:17]=1[C:18]1[CH:23]=[CH:22][CH:21]=[C:20](B2OC(C)(C)C(C)(C)O2)[CH:19]=1)[CH3:9].[CH2:35]([O:37][C:38](=[O:47])[CH2:39][C:40]1[CH:45]=[CH:44][CH:43]=[C:42](Br)[CH:41]=1)[CH3:36].